Dataset: Reaction yield outcomes from USPTO patents with 853,638 reactions. Task: Predict the reaction yield, written as a fraction of the theoretical maximum amount of product (1.0 means a 100% yield; for example, 0.34 means a 34% yield). (1) The reactants are [C:1]([O:6][CH2:7][CH3:8])(=[O:5])/[CH:2]=[CH:3]/[CH3:4].[Br:9][C:10]1[CH:16]=[CH:15][C:13]([NH2:14])=[C:12](I)[CH:11]=1.CCN(C(C)C)C(C)C.O. The catalyst is CN(C=O)C. The product is [NH2:14][C:13]1[CH:15]=[CH:16][C:10]([Br:9])=[CH:11][C:12]=1/[C:3](/[CH3:4])=[CH:2]\[C:1]([O:6][CH2:7][CH3:8])=[O:5]. The yield is 0.400. (2) The reactants are [CH2:1]([N:8]1[CH2:31][CH2:30][C:11]2([O:19][C:18]3[C:14](=[N:15][N:16](CC4C=CC(OC)=CC=4)[CH:17]=3)[C:13](=[O:29])[CH2:12]2)[CH2:10][CH2:9]1)[C:2]1[CH:7]=[CH:6][CH:5]=[CH:4][CH:3]=1.FC(F)(F)C(O)=O. The catalyst is ClCCCl. The product is [CH2:1]([N:8]1[CH2:31][CH2:30][C:11]2([O:19][C:18]3[CH:17]=[N:16][NH:15][C:14]=3[C:13](=[O:29])[CH2:12]2)[CH2:10][CH2:9]1)[C:2]1[CH:3]=[CH:4][CH:5]=[CH:6][CH:7]=1. The yield is 0.910. (3) The reactants are [Cl:1][C:2]1[C:3]([OH:12])=[CH:4][C:5]2[O:9][CH2:8][C:7](=[O:10])[C:6]=2[CH:11]=1.[C:13]([O:17][C:18]([N:20]1[CH2:25][CH2:24][NH:23][CH2:22][CH2:21]1)=[O:19])([CH3:16])([CH3:15])[CH3:14].[CH2:26]=O. The catalyst is C(O)C. The product is [Cl:1][C:2]1[C:3]([OH:12])=[C:4]([CH2:26][CH:21]2[CH2:22][NH:23][CH2:24][CH2:25][N:20]2[C:18]([O:17][C:13]([CH3:16])([CH3:14])[CH3:15])=[O:19])[C:5]2[O:9][CH2:8][C:7](=[O:10])[C:6]=2[CH:11]=1. The yield is 0.560. (4) The reactants are Cl[C:2]1[C:3]([CH:8]2[CH2:11][N:10]([C:12]([O:14][C:15]([CH3:18])([CH3:17])[CH3:16])=[O:13])[CH2:9]2)=[N:4][CH:5]=[CH:6][N:7]=1.[NH2:19][CH2:20][CH2:21][CH:22]([CH3:25])[CH2:23][OH:24].[CH3:26]CN(CC)CC. The catalyst is CS(C)=O.O. The product is [C:15]([O:14][C:12]([N:10]1[CH2:11][CH:8]([C:3]2[C:2]([N:19]3[CH2:26][CH2:25][CH:22]([CH2:23][OH:24])[CH2:21][CH2:20]3)=[N:7][CH:6]=[CH:5][N:4]=2)[CH2:9]1)=[O:13])([CH3:18])([CH3:17])[CH3:16]. The yield is 0.800. (5) The reactants are [CH2:1]([O:8][CH2:9][C@@H:10]([C:14]1[CH:19]=[CH:18][CH:17]=[CH:16][CH:15]=1)[C:11]([OH:13])=O)[C:2]1[CH:7]=[CH:6][CH:5]=[CH:4][CH:3]=1.[CH2:20]([NH2:24])[CH2:21][CH:22]=[CH2:23].CCN=C=NCCCN(C)C. The catalyst is C(Cl)Cl.CN(C1C=CN=CC=1)C. The product is [CH2:1]([O:8][CH2:9][C@@H:10]([C:14]1[CH:19]=[CH:18][CH:17]=[CH:16][CH:15]=1)[C:11]([NH:24][CH2:20][CH2:21][CH:22]=[CH2:23])=[O:13])[C:2]1[CH:3]=[CH:4][CH:5]=[CH:6][CH:7]=1. The yield is 0.560. (6) The reactants are CS(O[C@@H:6]1[CH2:11][CH2:10][CH2:9][N:8]([C:12]2[S:13][C:14]3[CH:20]=[C:19]([Br:21])[CH:18]=[CH:17][C:15]=3[N:16]=2)[CH2:7]1)(=O)=O.[NH:22]1[CH2:27][CH2:26][CH2:25][CH2:24][CH2:23]1. No catalyst specified. The product is [N:22]1([C@H:6]2[CH2:11][CH2:10][CH2:9][N:8]([C:12]3[S:13][C:14]4[CH:20]=[C:19]([Br:21])[CH:18]=[CH:17][C:15]=4[N:16]=3)[CH2:7]2)[CH2:27][CH2:26][CH2:25][CH2:24][CH2:23]1. The yield is 0.240. (7) The reactants are [O:1]=[CH:2][C@@H:3]([C@H:5]([C@@H:7]([C@@H:9]([CH2:11]O)[OH:10])[OH:8])[OH:6])[OH:4].C[NH:14]CC1C=CC=CC=1.C(O)(=O)C.CC(C)=O. The catalyst is C(O)C. The product is [CH2:2]1[O:1][C@:9]([OH:10])([CH2:11][NH2:14])[C@@H:7]([OH:8])[C@H:5]([OH:6])[C@@H:3]1[OH:4]. The yield is 0.600.